From a dataset of Peptide-MHC class I binding affinity with 185,985 pairs from IEDB/IMGT. Regression. Given a peptide amino acid sequence and an MHC pseudo amino acid sequence, predict their binding affinity value. This is MHC class I binding data. (1) The peptide sequence is FQPQNGGFI. The MHC is H-2-Kb with pseudo-sequence H-2-Kb. The binding affinity (normalized) is 0.0258. (2) The peptide sequence is TYTEIEPKL. The MHC is HLA-A24:02 with pseudo-sequence HLA-A24:02. The binding affinity (normalized) is 0.0487. (3) The peptide sequence is VYGNIKHKE. The MHC is HLA-A24:02 with pseudo-sequence HLA-A24:02. The binding affinity (normalized) is 0.0332. (4) The peptide sequence is ATIDNYNKF. The MHC is Patr-A0701 with pseudo-sequence Patr-A0701. The binding affinity (normalized) is 0.410. (5) The peptide sequence is EWAENCYNL. The MHC is HLA-A25:01 with pseudo-sequence HLA-A25:01. The binding affinity (normalized) is 0.0847. (6) The peptide sequence is APEEKYLSM. The MHC is HLA-B07:02 with pseudo-sequence HLA-B07:02. The binding affinity (normalized) is 0.838. (7) The peptide sequence is LSDENYLLK. The MHC is HLA-A33:01 with pseudo-sequence HLA-A33:01. The binding affinity (normalized) is 0. (8) The peptide sequence is MKWGMEMRR. The MHC is HLA-B58:01 with pseudo-sequence HLA-B58:01. The binding affinity (normalized) is 0.0847. (9) The peptide sequence is EEEAIVAYTL. The binding affinity (normalized) is 0.537. The MHC is H-2-Kk with pseudo-sequence H-2-Kk.